Dataset: Forward reaction prediction with 1.9M reactions from USPTO patents (1976-2016). Task: Predict the product of the given reaction. Given the reactants [CH2:1]([O:3][C:4]([C:6]1[C:15](=[O:16])[C:14]2[C:9](=[CH:10][CH:11]=[C:12](I)[CH:13]=2)[N:8]([CH:18]2[CH2:20][CH2:19]2)[CH:7]=1)=[O:5])[CH3:2].[C:21]([O:25][C:26]([NH:28][CH2:29][C:30]#[CH:31])=[O:27])([CH3:24])([CH3:23])[CH3:22], predict the reaction product. The product is: [CH2:1]([O:3][C:4]([C:6]1[C:15](=[O:16])[C:14]2[C:9](=[CH:10][CH:11]=[C:12]([C:31]#[C:30][CH2:29][NH:28][C:26]([O:25][C:21]([CH3:24])([CH3:23])[CH3:22])=[O:27])[CH:13]=2)[N:8]([CH:18]2[CH2:20][CH2:19]2)[CH:7]=1)=[O:5])[CH3:2].